Dataset: Full USPTO retrosynthesis dataset with 1.9M reactions from patents (1976-2016). Task: Predict the reactants needed to synthesize the given product. (1) Given the product [ClH:1].[CH:36]1([S:39]([C:42]2[CH:43]=[CH:44][C:45]([N:48]3[C:52](=[O:53])[CH2:51][C:50]4([CH2:54][CH2:55][N:56]([CH2:4][C@H:3]([OH:2])[C:24]5[CH:33]=[CH:32][C:27]6[C:28](=[O:31])[O:29][CH2:30][C:26]=6[C:25]=5[CH3:34])[CH2:57][CH2:58]4)[CH2:49]3)=[CH:46][CH:47]=2)(=[O:40])=[O:41])[CH2:37][CH2:38]1, predict the reactants needed to synthesize it. The reactants are: [ClH:1].[OH:2][C@H:3]([C:24]1[CH:33]=[CH:32][C:27]2[C:28](=[O:31])[O:29][CH2:30][C:26]=2[C:25]=1[CH3:34])[CH2:4]N1CCC2(CN(C3SC(S(C)(=O)=O)=NN=3)CC2)CC1.Cl.[CH:36]1([S:39]([C:42]2[CH:47]=[CH:46][C:45]([N:48]3[C:52](=[O:53])[CH2:51][C:50]4([CH2:58][CH2:57][NH:56][CH2:55][CH2:54]4)[CH2:49]3)=[CH:44][CH:43]=2)(=[O:41])=[O:40])[CH2:38][CH2:37]1.CC1C([C@@H]2CO2)=CC=C2C=1COC2=O. (2) Given the product [CH3:35][O:36][C:37](=[O:46])[C:38]1[CH:43]=[CH:42][C:41]([CH2:44][O:27][C:24]2[CH:25]=[CH:26][C:21]([C:3]([CH2:4][CH3:5])([C:6]3[CH:11]=[CH:10][C:9](/[CH:12]=[CH:13]/[C:14]([CH2:15][CH3:16])([OH:17])[CH2:18][CH3:19])=[C:8]([CH3:20])[CH:7]=3)[CH2:1][CH3:2])=[CH:22][C:23]=2[CH3:28])=[CH:40][CH:39]=1, predict the reactants needed to synthesize it. The reactants are: [CH2:1]([C:3]([C:21]1[CH:26]=[CH:25][C:24]([OH:27])=[C:23]([CH3:28])[CH:22]=1)([C:6]1[CH:11]=[CH:10][C:9](/[CH:12]=[CH:13]/[C:14]([CH2:18][CH3:19])([OH:17])[CH2:15][CH3:16])=[C:8]([CH3:20])[CH:7]=1)[CH2:4][CH3:5])[CH3:2].C([O-])([O-])=O.[K+].[K+].[CH3:35][O:36][C:37](=[O:46])[C:38]1[CH:43]=[CH:42][C:41]([CH2:44]Br)=[CH:40][CH:39]=1.C(OCC)(=O)C. (3) Given the product [Cl:1][C:2]1[CH:7]=[CH:6][C:5]([S:8]([N:11]([CH2:31][C:28]2[CH:29]=[CH:30][C:25]([C:24]([O:23][CH3:22])=[O:33])=[CH:26][CH:27]=2)[C@H:12]([CH2:15][C:16]2[CH:17]=[CH:18][CH:19]=[CH:20][CH:21]=2)[CH2:13][OH:14])(=[O:9])=[O:10])=[CH:4][CH:3]=1, predict the reactants needed to synthesize it. The reactants are: [Cl:1][C:2]1[CH:7]=[CH:6][C:5]([S:8]([NH:11][C@H:12]([CH2:15][C:16]2[CH:21]=[CH:20][CH:19]=[CH:18][CH:17]=2)[CH2:13][OH:14])(=[O:10])=[O:9])=[CH:4][CH:3]=1.[CH3:22][O:23][C:24](=[O:33])[C:25]1[CH:30]=[CH:29][C:28]([CH2:31]Br)=[CH:27][CH:26]=1. (4) Given the product [Cl:1][C:2]1[CH:36]=[CH:35][C:5](/[CH:6]=[N:7]/[NH:8][C:9]([C:11]2[CH:16]=[C:15]([N:17]3[CH2:18][CH2:19][CH2:20][CH2:21][CH2:22]3)[CH:14]=[CH:13][C:12]=2[NH:23][C:24](=[O:25])[C:26]2[CH:34]=[CH:33][CH:32]=[C:28]([C:29]([NH:41][CH2:42][CH2:43][O:44][CH2:45][CH2:46][OH:47])=[O:30])[CH:27]=2)=[O:10])=[CH:4][C:3]=1[C:37]([F:38])([F:39])[F:40], predict the reactants needed to synthesize it. The reactants are: [Cl:1][C:2]1[CH:36]=[CH:35][C:5](/[CH:6]=[N:7]/[NH:8][C:9]([C:11]2[CH:16]=[C:15]([N:17]3[CH2:22][CH2:21][CH2:20][CH2:19][CH2:18]3)[CH:14]=[CH:13][C:12]=2[NH:23][C:24]([C:26]2[CH:27]=[C:28]([CH:32]=[CH:33][CH:34]=2)[C:29](O)=[O:30])=[O:25])=[O:10])=[CH:4][C:3]=1[C:37]([F:40])([F:39])[F:38].[NH2:41][CH2:42][CH2:43][O:44][CH2:45][CH2:46][OH:47]. (5) The reactants are: [CH2:1]([O:3][C:4](=[O:15])[CH:5]([CH2:8][NH:9][CH:10]1[CH2:14][CH2:13][CH2:12][CH2:11]1)[CH2:6][CH3:7])[CH3:2].[Cl:16][C:17]1[N:22]=[C:21](Cl)[C:20]([N+:24]([O-:26])=[O:25])=[CH:19][N:18]=1.C(=O)(O)[O-].[K+]. Given the product [CH2:1]([O:3][C:4](=[O:15])[CH:5]([CH2:8][N:9]([C:19]1[C:20]([N+:24]([O-:26])=[O:25])=[CH:21][N:22]=[C:17]([Cl:16])[N:18]=1)[CH:10]1[CH2:11][CH2:12][CH2:13][CH2:14]1)[CH2:6][CH3:7])[CH3:2], predict the reactants needed to synthesize it.